This data is from Reaction yield outcomes from USPTO patents with 853,638 reactions. The task is: Predict the reaction yield, written as a fraction of the theoretical maximum amount of product (1.0 means a 100% yield; for example, 0.34 means a 34% yield). (1) The reactants are [H-].[H-].[H-].[H-].[Li+].[Al+3].[CH2:7]([N:14]1[CH2:18][CH:17]([CH3:19])[CH:16]([C:20]#[N:21])[CH2:15]1)[C:8]1[CH:13]=[CH:12][CH:11]=[CH:10][CH:9]=1.CCOC(C)=O.O. The catalyst is C1COCC1. The product is [CH2:7]([N:14]1[CH2:18][CH:17]([CH3:19])[CH:16]([CH2:20][NH2:21])[CH2:15]1)[C:8]1[CH:13]=[CH:12][CH:11]=[CH:10][CH:9]=1. The yield is 0.390. (2) The reactants are [Cl:1][C:2]1[C:7]([N+:8]([O-:10])=[O:9])=[CH:6][N:5]=[C:4]([OH:11])[CH:3]=1.C([O-])([O-])=O.[K+].[K+].I[CH:19]([CH3:21])[CH3:20].O. The catalyst is CS(C)=O. The product is [Cl:1][C:2]1[C:7]([N+:8]([O-:10])=[O:9])=[CH:6][N:5]=[C:4]([O:11][CH:19]([CH3:21])[CH3:20])[CH:3]=1. The yield is 0.180.